This data is from Forward reaction prediction with 1.9M reactions from USPTO patents (1976-2016). The task is: Predict the product of the given reaction. (1) Given the reactants [CH2:1]([O:8][C:9](=[O:17])[NH:10][C:11]1([C:14](=O)[NH2:15])[CH2:13][CH2:12]1)[C:2]1[CH:7]=[CH:6][CH:5]=[CH:4][CH:3]=1.N1C(Cl)=NC(Cl)=NC=1Cl, predict the reaction product. The product is: [CH2:1]([O:8][C:9](=[O:17])[NH:10][C:11]1([C:14]#[N:15])[CH2:13][CH2:12]1)[C:2]1[CH:3]=[CH:4][CH:5]=[CH:6][CH:7]=1. (2) Given the reactants [NH2:1][CH:2]([C:7]1[CH:12]=[CH:11][CH:10]=[C:9]([I:13])[CH:8]=1)[CH2:3][C:4]([OH:6])=[O:5].S(Cl)(Cl)=O.[CH3:18]O, predict the reaction product. The product is: [CH3:18][O:5][C:4](=[O:6])[CH2:3][CH:2]([NH2:1])[C:7]1[CH:12]=[CH:11][CH:10]=[C:9]([I:13])[CH:8]=1. (3) Given the reactants [C:1]([O:5][C:6](=[O:21])[CH2:7][CH:8]([CH2:13][S:14][C:15]1[CH:20]=[CH:19][CH:18]=[CH:17][CH:16]=1)[CH2:9][C:10]([OH:12])=O)([CH3:4])([CH3:3])[CH3:2].O[N:23]=[C:24]([NH2:36])[CH2:25][CH2:26][CH2:27][CH2:28][NH:29][C:30]1[CH:35]=[CH:34][CH:33]=[CH:32][N:31]=1.C(C1NC=CN=1)(C1NC=CN=1)=O, predict the reaction product. The product is: [C:15]1([S:14][CH2:13][CH:8]([CH2:9][C:10]2[O:12][N:23]=[C:24]([CH2:25][CH2:26][CH2:27][CH2:28][NH:29][C:30]3[CH:35]=[CH:34][CH:33]=[CH:32][N:31]=3)[N:36]=2)[CH2:7][C:6]([O:5][C:1]([CH3:2])([CH3:3])[CH3:4])=[O:21])[CH:20]=[CH:19][CH:18]=[CH:17][CH:16]=1. (4) Given the reactants [CH2:1]([O:3][C@H:4]1[CH2:12][C:11]2[C:6](=[CH:7][CH:8]=[CH:9][CH:10]=2)[C@H:5]1[NH:13][C:14]1[C:19]([CH2:20][CH3:21])=[N:18][C:17](I)=[C:16]([CH2:23][CH3:24])[N:15]=1)[CH3:2].C(=O)([O-])[O-].[K+].[K+].[CH3:31][C:32]1[CH:37]=[CH:36][C:35]([SH:38])=[CH:34][CH:33]=1, predict the reaction product. The product is: [CH2:1]([O:3][CH:4]1[CH2:12][C:11]2[C:6](=[CH:7][CH:8]=[CH:9][CH:10]=2)[CH:5]1[NH:13][C:14]1[C:19]([CH2:20][CH3:21])=[N:18][C:17]([S:38][C:35]2[CH:36]=[CH:37][C:32]([CH3:31])=[CH:33][CH:34]=2)=[C:16]([CH2:23][CH3:24])[N:15]=1)[CH3:2]. (5) Given the reactants [C:1]([O:5][C:6](=[O:30])[C:7]1[CH:12]=[CH:11][C:10]([C:13](=[O:28])/[CH:14]=[C:15](\[C:20]2[CH:25]=[C:24]([Cl:26])[CH:23]=[C:22]([Cl:27])[CH:21]=2)/[C:16]([F:19])([F:18])[F:17])=[CH:9][C:8]=1[CH3:29])([CH3:4])([CH3:3])[CH3:2].[C:31]([O:35][C:36](=[O:52])[CH2:37][N:38]=[C:39]([C:46]1[CH:51]=[CH:50][CH:49]=[CH:48][CH:47]=1)[C:40]1[CH:45]=[CH:44][CH:43]=[CH:42][CH:41]=1)([CH3:34])([CH3:33])[CH3:32].[OH-].[K+].O, predict the reaction product. The product is: [C:1]([O:5][C:6](=[O:30])[C:7]1[CH:12]=[CH:11][C:10]([C:13](=[O:28])[CH2:14][C:15]([CH:37]([N:38]=[C:39]([C:46]2[CH:47]=[CH:48][CH:49]=[CH:50][CH:51]=2)[C:40]2[CH:41]=[CH:42][CH:43]=[CH:44][CH:45]=2)[C:36]([O:35][C:31]([CH3:34])([CH3:33])[CH3:32])=[O:52])([C:20]2[CH:25]=[C:24]([Cl:26])[CH:23]=[C:22]([Cl:27])[CH:21]=2)[C:16]([F:17])([F:19])[F:18])=[CH:9][C:8]=1[CH3:29])([CH3:4])([CH3:3])[CH3:2]. (6) The product is: [CH3:9][NH:8][C:6](=[O:7])[C:5]1[CH:10]=[CH:11][C:2]([N:12]2[CH2:17][CH2:16][NH:15][CH2:14][CH2:13]2)=[CH:3][CH:4]=1. Given the reactants F[C:2]1[CH:11]=[CH:10][C:5]([C:6]([NH:8][CH3:9])=[O:7])=[CH:4][CH:3]=1.[NH:12]1[CH2:17][CH2:16][NH:15][CH2:14][CH2:13]1, predict the reaction product. (7) Given the reactants C(C1N=C(N2CCC(F)(F)C2)C2N=NN(CC)C=2N=1)(C)(C)C.[C:23]([C:27]1[N:28]=[C:29]([N:36]2[CH2:42][C:38]3([CH2:41][O:40][CH2:39]3)[CH2:37]2)[C:30]2[N:35]=[N:34][NH:33][C:31]=2[N:32]=1)([CH3:26])([CH3:25])[CH3:24].Br[CH2:44][C:45]1[C:49]([CH3:50])=[N:48][O:47][N:46]=1, predict the reaction product. The product is: [C:23]([C:27]1[N:28]=[C:29]([N:36]2[CH2:37][C:38]3([CH2:39][O:40][CH2:41]3)[CH2:42]2)[C:30]2[N:35]=[N:34][N:33]([CH2:44][C:45]3[C:49]([CH3:50])=[N:48][O:47][N:46]=3)[C:31]=2[N:32]=1)([CH3:26])([CH3:24])[CH3:25].